Dataset: M1 muscarinic receptor agonist screen with 61,833 compounds. Task: Binary Classification. Given a drug SMILES string, predict its activity (active/inactive) in a high-throughput screening assay against a specified biological target. (1) The molecule is S(c1n(c(nn1)Cc1n(ccc1)C)c1cc(ccc1)C(F)(F)F)CC(=O)Nc1sc(nn1)C. The result is 0 (inactive). (2) The drug is O(c1c(C2c3c(n(c(=O)n(c3=O)C)C)NC(=O)C2)cccc1OC)C. The result is 0 (inactive). (3) The molecule is N(CCCC)(CCCC)Cc1ccc(N)cc1. The result is 0 (inactive). (4) The drug is S(=O)(=O)(CCC(=O)N(CCCC)CCCC)c1cc2n(c(=O)c(=O)n(c2cc1)C)C. The result is 0 (inactive).